Predict the reaction yield, written as a fraction of the theoretical maximum amount of product (1.0 means a 100% yield; for example, 0.34 means a 34% yield). From a dataset of Reaction yield outcomes from USPTO patents with 853,638 reactions. (1) The reactants are C(NC(C)C)(C)C.[Li]CCCC.[F:13][C:14]1[CH:15]=[C:16]([CH:24]=[C:25]([F:27])[CH:26]=1)[C:17]([O:19][C:20]([CH3:23])([CH3:22])[CH3:21])=[O:18].CN([CH:31]=[O:32])C. The catalyst is C1COCC1.CCOC(C)=O.O.CC(O)=O. The product is [F:13][C:14]1[CH:15]=[C:16]([CH:24]=[C:25]([F:27])[C:26]=1[CH:31]=[O:32])[C:17]([O:19][C:20]([CH3:23])([CH3:22])[CH3:21])=[O:18]. The yield is 0.830. (2) The reactants are [CH3:1][CH:2]([Si:4]([CH:14]([CH3:16])[CH3:15])([CH:11]([CH3:13])[CH3:12])[O:5]/[C:6](/C)=[CH:7]/[CH2:8]O)[CH3:3].[CH3:17][C:18](OI1(OC(C)=O)(OC(C)=O)OC(=O)C2C=CC=CC1=2)=[O:19].C([O-])(O)=O.[Na+].[O-]S([O-])(=S)=O.[Na+].[Na+]. The catalyst is ClCCl.CCOCC. The product is [CH3:16][CH:14]([Si:4]([CH:2]([CH3:1])[CH3:3])([CH:11]([CH3:12])[CH3:13])[O:5][CH2:6]/[C:7](/[CH3:8])=[CH:17]/[CH:18]=[O:19])[CH3:15]. The yield is 0.820. (3) The reactants are [NH2:1][CH2:2][CH2:3][CH2:4][OH:5].C(N(CC)CC)C.[N+:13]([C:16]1[CH:23]=[CH:22][CH:21]=[CH:20][C:17]=1[CH2:18]Cl)([O-:15])=[O:14].O.Cl. The catalyst is O1CCCC1. The product is [N+:13]([C:16]1[CH:23]=[CH:22][CH:21]=[CH:20][C:17]=1[CH2:18][NH:1][CH2:2][CH2:3][CH2:4][OH:5])([O-:15])=[O:14]. The yield is 0.330.